This data is from Catalyst prediction with 721,799 reactions and 888 catalyst types from USPTO. The task is: Predict which catalyst facilitates the given reaction. (1) Reactant: [CH2:1]([O:3][C:4](=[O:25])[CH:5]=[CH:6][C:7]1[CH:12]=[CH:11][C:10]([NH:13][C:14]([O:16][CH2:17][C:18]2[CH:23]=[CH:22][CH:21]=[CH:20][CH:19]=2)=[O:15])=[CH:9][C:8]=1[F:24])[CH3:2].C(O[CH2:32][N:33]([CH2:41][Si](C)(C)C)[CH2:34][C:35]1[CH:40]=[CH:39][CH:38]=[CH:37][CH:36]=1)CCCC.FC(F)(F)C(O)=O. Product: [CH2:1]([O:3][C:4]([C@@H:5]1[C@@H:6]([C:7]2[CH:12]=[CH:11][C:10]([NH:13][C:14]([O:16][CH2:17][C:18]3[CH:23]=[CH:22][CH:21]=[CH:20][CH:19]=3)=[O:15])=[CH:9][C:8]=2[F:24])[CH2:41][N:33]([CH2:34][C:35]2[CH:40]=[CH:39][CH:38]=[CH:37][CH:36]=2)[CH2:32]1)=[O:25])[CH3:2]. The catalyst class is: 4. (2) Reactant: C[O:2][C:3]([C:5]1[CH:6]=[CH:7][CH:8]=[C:9]2[C:14]=1[NH:13][CH:12]([C:15]1[CH:20]=[CH:19][CH:18]=[C:17]([N:21]3[CH2:26][CH2:25][N:24]([C:27]4[CH:32]=[CH:31][CH:30]=[CH:29][C:28]=4[CH3:33])[CH2:23][CH2:22]3)[CH:16]=1)[C:11]([CH3:35])([CH3:34])[CH2:10]2)=[O:4].O.[OH-].[Li+].O.Cl. Product: [CH3:34][C:11]1([CH3:35])[CH2:10][C:9]2[C:14](=[C:5]([C:3]([OH:4])=[O:2])[CH:6]=[CH:7][CH:8]=2)[NH:13][CH:12]1[C:15]1[CH:20]=[CH:19][CH:18]=[C:17]([N:21]2[CH2:26][CH2:25][N:24]([C:27]3[CH:32]=[CH:31][CH:30]=[CH:29][C:28]=3[CH3:33])[CH2:23][CH2:22]2)[CH:16]=1. The catalyst class is: 111.